This data is from Forward reaction prediction with 1.9M reactions from USPTO patents (1976-2016). The task is: Predict the product of the given reaction. (1) Given the reactants C([O:8][CH2:9][C:10]([C:13]1[S:17][C:16]([NH:18][C:19](=[O:37])[CH:20]([NH:24][CH:25]2[CH2:34][CH2:33][C:32]3[C:27](=[C:28]([F:36])[CH:29]=[C:30]([F:35])[CH:31]=3)[CH2:26]2)[CH2:21][CH2:22][CH3:23])=[N:15][N:14]=1)([CH3:12])[CH3:11])C1C=CC=CC=1, predict the reaction product. The product is: [OH:8][CH2:9][C:10]([C:13]1[S:17][C:16]([NH:18][C:19](=[O:37])[CH:20]([NH:24][CH:25]2[CH2:34][CH2:33][C:32]3[C:27](=[C:28]([F:36])[CH:29]=[C:30]([F:35])[CH:31]=3)[CH2:26]2)[CH2:21][CH2:22][CH3:23])=[N:15][N:14]=1)([CH3:11])[CH3:12]. (2) Given the reactants [C:1]([OH:9])(=[O:8])[C:2]([CH2:4][C:5]([OH:7])=O)=[CH2:3].[CH3:10][O:11][C:12]1[CH:19]=[C:18]([O:20][CH3:21])[CH:17]=[CH:16][C:13]=1[CH2:14][NH2:15], predict the reaction product. The product is: [CH3:10][O:11][C:12]1[CH:19]=[C:18]([O:20][CH3:21])[CH:17]=[CH:16][C:13]=1[CH2:14][N:15]1[C:5](=[O:7])[CH2:4][CH:2]([C:1]([OH:9])=[O:8])[CH2:3]1.